Dataset: Full USPTO retrosynthesis dataset with 1.9M reactions from patents (1976-2016). Task: Predict the reactants needed to synthesize the given product. (1) Given the product [Si:11]([O:18][CH:19]1[CH2:20][CH:21]([CH:23]=[O:24])[CH2:22]1)([C:14]([CH3:17])([CH3:16])[CH3:15])([CH3:13])[CH3:12], predict the reactants needed to synthesize it. The reactants are: C(Cl)(=O)C(Cl)=O.CS(C)=O.[Si:11]([O:18][CH:19]1[CH2:22][CH:21]([CH2:23][OH:24])[CH2:20]1)([C:14]([CH3:17])([CH3:16])[CH3:15])([CH3:13])[CH3:12]. (2) Given the product [ClH:54].[Cl:54][C:55]1[CH:56]=[C:57]([CH:60]=[CH:61][CH:62]=1)[CH2:58][N:34]1[C:11]2=[C:12]([N:24]3[CH2:33][CH2:32][C:31]4[C:26](=[CH:27][CH:28]=[CH:29][CH:30]=4)[CH2:25]3)[N:13]=[C:14]([CH2:16][N:17]3[CH2:18][CH2:19][N:20]([CH3:23])[CH2:21][CH2:22]3)[CH:15]=[C:10]2[C:9]([CH3:35])=[C:8]1[CH3:7], predict the reactants needed to synthesize it. The reactants are: CC(C)([O-])C.[K+].[CH3:7][C:8]1[NH:34][C:11]2=[C:12]([N:24]3[CH2:33][CH2:32][C:31]4[C:26](=[CH:27][CH:28]=[CH:29][CH:30]=4)[CH2:25]3)[N:13]=[C:14]([CH2:16][N:17]3[CH2:22][CH2:21][N:20]([CH3:23])[CH2:19][CH2:18]3)[CH:15]=[C:10]2[C:9]=1[CH3:35].C1OCCOCCOCCOCCOCCOC1.[Cl:54][C:55]1[CH:56]=[C:57]([CH:60]=[CH:61][CH:62]=1)[CH2:58]Cl. (3) The reactants are: [Cl-:1].[Cl-].[Cl-].[CH:4]1([Zr+3:13])[C:12]2[C:7](=[CH:8][CH:9]=[CH:10][CH:11]=2)[CH:6]=[CH:5]1.[CH3:14][C-:15]1[CH:19]=[CH:18][C:17]([CH3:20])=[CH:16]1.[Li+]. Given the product [Cl-:1].[Cl-:1].[CH3:20][C:17]1([Zr+2:13][CH:4]2[C:12]3[C:7](=[CH:8][CH:9]=[CH:10][CH:11]=3)[CH:6]=[CH:5]2)[CH:18]=[CH:19][C:15]([CH3:14])=[CH:16]1, predict the reactants needed to synthesize it.